Task: Predict the reactants needed to synthesize the given product.. Dataset: Full USPTO retrosynthesis dataset with 1.9M reactions from patents (1976-2016) (1) Given the product [O:28]=[C:22]1[CH:21]([N:7]([CH2:6][C:5]2[CH:29]=[CH:30][C:2]([NH:1][C:40]([CH:37]3[CH2:39][CH2:38]3)=[O:41])=[CH:3][CH:4]=2)[S:8]([C:11]2[CH:12]=[CH:13][C:14]([C:17]([F:20])([F:18])[F:19])=[CH:15][CH:16]=2)(=[O:10])=[O:9])[CH2:27][CH2:26][CH2:25][CH2:24][NH:23]1, predict the reactants needed to synthesize it. The reactants are: [NH2:1][C:2]1[CH:30]=[CH:29][C:5]([CH2:6][N:7]([CH:21]2[CH2:27][CH2:26][CH2:25][CH2:24][NH:23][C:22]2=[O:28])[S:8]([C:11]2[CH:16]=[CH:15][C:14]([C:17]([F:20])([F:19])[F:18])=[CH:13][CH:12]=2)(=[O:10])=[O:9])=[CH:4][CH:3]=1.N1C=CC=CC=1.[CH:37]1([C:40](Cl)=[O:41])[CH2:39][CH2:38]1.Cl. (2) Given the product [CH:19]([N:18]1[C:14]([C:12]2[N:13]=[C:6]3[C:5]4[CH:22]=[N:23][C:2]([NH:25][C@@H:26]([CH3:27])[C:28]([NH2:30])=[O:29])=[CH:3][C:4]=4[O:10][CH2:9][CH2:8][N:7]3[CH:11]=2)=[N:15][CH:16]=[N:17]1)([CH3:21])[CH3:20], predict the reactants needed to synthesize it. The reactants are: Cl[C:2]1[N:23]=[CH:22][C:5]2[C:6]3[N:7]([CH:11]=[C:12]([C:14]4[N:18]([CH:19]([CH3:21])[CH3:20])[N:17]=[CH:16][N:15]=4)[N:13]=3)[CH2:8][CH2:9][O:10][C:4]=2[CH:3]=1.Cl.[NH2:25][C@H:26]([C:28]([NH2:30])=[O:29])[CH3:27]. (3) Given the product [CH2:1]([O:8][C:9]1[CH:14]=[CH:13][C:12]([C:15]2[NH:37][C:18]3=[N:19][C:20]([N:23]4[CH2:28][CH2:27][NH:26][CH2:25][C:24]4=[O:36])=[CH:21][CH:22]=[C:17]3[N:16]=2)=[CH:11][CH:10]=1)[C:2]1[CH:3]=[CH:4][CH:5]=[CH:6][CH:7]=1, predict the reactants needed to synthesize it. The reactants are: [CH2:1]([O:8][C:9]1[CH:14]=[CH:13][C:12]([C:15]2[N:37](COCC[Si](C)(C)C)[C:18]3=[N:19][C:20]([N:23]4[CH2:28][CH2:27][N:26](C(OC(C)(C)C)=O)[CH2:25][C:24]4=[O:36])=[CH:21][CH:22]=[C:17]3[N:16]=2)=[CH:11][CH:10]=1)[C:2]1[CH:7]=[CH:6][CH:5]=[CH:4][CH:3]=1.C(O)(C(F)(F)F)=O.[OH-].[Na+]. (4) Given the product [N:2]1[CH:7]=[CH:6][CH:5]=[CH:4][C:3]=1[N:8]([CH2:32][CH2:33][C:34]([OH:36])=[O:35])[C:9]([C:11]1[CH:31]=[CH:30][C:14]2[N:15]([CH3:29])[C:16]([CH2:18][NH:19][C:20]3[N:21]=[CH:22][C:23]([C:26](=[NH:27])[NH2:28])=[N:24][CH:25]=3)=[N:17][C:13]=2[CH:12]=1)=[O:10], predict the reactants needed to synthesize it. The reactants are: Cl.[N:2]1[CH:7]=[CH:6][CH:5]=[CH:4][C:3]=1[N:8]([CH2:32][CH2:33][C:34]([O:36]CC)=[O:35])[C:9]([C:11]1[CH:31]=[CH:30][C:14]2[N:15]([CH3:29])[C:16]([CH2:18][NH:19][C:20]3[N:21]=[CH:22][C:23]([C:26](=[NH:28])[NH2:27])=[N:24][CH:25]=3)=[N:17][C:13]=2[CH:12]=1)=[O:10].[OH-].[Na+]. (5) The reactants are: C(OC([N:8]1[CH2:12][CH2:11][CH:10]([NH:13][CH2:14][C:15]2[CH:20]=[C:19]([O:21][C:22]3[CH:23]=[C:24]4[C:28](=[CH:29][CH:30]=3)[N:27]([C:31](=[O:43])[NH:32][C:33]3[CH:38]=[CH:37][CH:36]=[C:35]([C:39]([F:42])([F:41])[F:40])[CH:34]=3)[CH:26]=[CH:25]4)[N:18]=[CH:17][N:16]=2)[CH2:9]1)=O)(C)(C)C.C(O)(C(F)(F)F)=O. Given the product [F:42][C:39]([F:40])([F:41])[C:35]1[CH:34]=[C:33]([NH:32][C:31]([N:27]2[C:28]3[C:24](=[CH:23][C:22]([O:21][C:19]4[CH:20]=[C:15]([CH2:14][NH:13][CH:10]5[CH2:11][CH2:12][NH:8][CH2:9]5)[N:16]=[CH:17][N:18]=4)=[CH:30][CH:29]=3)[CH:25]=[CH:26]2)=[O:43])[CH:38]=[CH:37][CH:36]=1, predict the reactants needed to synthesize it. (6) The reactants are: Br[C:2]1[CH:10]=[CH:9][CH:8]=[C:7]2[C:3]=1[C:4]1([CH2:22][O:21][C:20]3[CH:23]=[C:24]4[C:28](=[CH:29][C:19]1=3)[CH2:27][CH2:26][O:25]4)[C:5](=[O:18])[N:6]2[CH2:11][C:12]1[CH:17]=[CH:16][CH:15]=[CH:14][N:13]=1.[N:30]1[CH:35]=[CH:34][CH:33]=[C:32](B(O)O)[CH:31]=1.CN(C)C1N=CC(B(O)O)=CC=1. Given the product [N:30]1[CH:35]=[CH:34][CH:33]=[C:32]([C:2]2[CH:10]=[CH:9][CH:8]=[C:7]3[C:3]=2[C:4]2([CH2:22][O:21][C:20]4[CH:23]=[C:24]5[C:28](=[CH:29][C:19]2=4)[CH2:27][CH2:26][O:25]5)[C:5](=[O:18])[N:6]3[CH2:11][C:12]2[CH:17]=[CH:16][CH:15]=[CH:14][N:13]=2)[CH:31]=1, predict the reactants needed to synthesize it. (7) Given the product [CH3:1][C:2]1([CH3:13])[C:10]2[C:5](=[CH:6][CH:7]=[C:8]([CH3:11])[CH:9]=2)[C:4](=[C:22]([C:14]([C:15]2[CH:20]=[CH:19][CH:18]=[CH:17][CH:16]=2)=[O:21])[C:23]#[N:24])[CH2:3]1, predict the reactants needed to synthesize it. The reactants are: [CH3:1][C:2]1([CH3:13])[C:10]2[C:5](=[CH:6][CH:7]=[C:8]([CH3:11])[CH:9]=2)[C:4](=O)[CH2:3]1.[C:14]([CH2:22][C:23]#[N:24])(=[O:21])[C:15]1[CH:20]=[CH:19][CH:18]=[CH:17][CH:16]=1.